Dataset: Reaction yield outcomes from USPTO patents with 853,638 reactions. Task: Predict the reaction yield, written as a fraction of the theoretical maximum amount of product (1.0 means a 100% yield; for example, 0.34 means a 34% yield). (1) The reactants are S(Cl)(Cl)=O.[CH:5]1[C:17]2[CH:16]([CH2:18][O:19][C:20]([NH:22][CH2:23][CH2:24][CH2:25][CH2:26][CH2:27][CH2:28][CH2:29][CH2:30][CH2:31][CH2:32][C:33](O)=[O:34])=[O:21])[C:15]3[C:10](=[CH:11][CH:12]=[CH:13][CH:14]=3)[C:9]=2[CH:8]=[CH:7][CH:6]=1.[C:36]([O:40][C:41](=[O:69])[NH:42][C:43]([C:45]1[S:46][C:47]([S:67][CH3:68])=[C:48]([S:50]([C:53]2[CH:54]=[C:55]([C:59]3[C:64]([CH3:65])=[CH:63][CH:62]=[CH:61][C:60]=3[NH2:66])[CH:56]=[CH:57][CH:58]=2)(=[O:52])=[O:51])[CH:49]=1)=[NH:44])([CH3:39])([CH3:38])[CH3:37].C(N(CC)CC)C. The catalyst is ClCCl.CN(C=O)C.ClCCl. The product is [CH:14]1[C:15]2[CH:16]([CH2:18][O:19][C:20](=[O:21])[NH:22][CH2:23][CH2:24][CH2:25][CH2:26][CH2:27][CH2:28][CH2:29][CH2:30][CH2:31][CH2:32][C:33](=[O:34])[NH:66][C:60]3[CH:61]=[CH:62][CH:63]=[C:64]([CH3:65])[C:59]=3[C:55]3[CH:56]=[CH:57][CH:58]=[C:53]([S:50]([C:48]4[CH:49]=[C:45]([C:43]([NH:42][C:41]([O:40][C:36]([CH3:39])([CH3:38])[CH3:37])=[O:69])=[NH:44])[S:46][C:47]=4[S:67][CH3:68])(=[O:52])=[O:51])[CH:54]=3)[C:17]3[C:9](=[CH:8][CH:7]=[CH:6][CH:5]=3)[C:10]=2[CH:11]=[CH:12][CH:13]=1. The yield is 0.470. (2) The reactants are [O:1]=[C:2]1[C:7]([CH2:8][C:9]2[CH:14]=[CH:13][C:12]([C:15]3[C:16]([C:21]#[N:22])=[CH:17][CH:18]=[CH:19][CH:20]=3)=[CH:11][CH:10]=2)=[C:6]([CH2:23][CH2:24][CH3:25])[N:5]2[N:26]=[CH:27][N:28]=[C:4]2[NH:3]1.[F:29][C:30]1[CH:31]=[C:32](B(O)O)[CH:33]=[CH:34][C:35]=1[O:36][CH3:37].C(N(CC)CC)C.N1C=CC=CC=1. The catalyst is ClCCl.C(OCC)(=O)C.C([O-])(=O)C.[Cu+2].C([O-])(=O)C. The product is [F:29][C:30]1[CH:31]=[C:32]([N:3]2[C:2](=[O:1])[C:7]([CH2:8][C:9]3[CH:10]=[CH:11][C:12]([C:15]4[C:16]([C:21]#[N:22])=[CH:17][CH:18]=[CH:19][CH:20]=4)=[CH:13][CH:14]=3)=[C:6]([CH2:23][CH2:24][CH3:25])[N:5]3[N:26]=[CH:27][N:28]=[C:4]23)[CH:33]=[CH:34][C:35]=1[O:36][CH3:37]. The yield is 0.900.